Dataset: Forward reaction prediction with 1.9M reactions from USPTO patents (1976-2016). Task: Predict the product of the given reaction. (1) Given the reactants [C:1]([CH2:3][NH:4][C:5]([C:7]1[C:11]([NH:12][C:13]([C:15]2[CH:20]=[CH:19][CH:18]=[CH:17][N:16]=2)=[O:14])=[CH:10][N:9](C2CCCCO2)[N:8]=1)=[O:6])#[N:2].O.C1(C)C=CC(S(O)(=O)=O)=CC=1.C(O)C.C(=O)([O-])O.[Na+], predict the reaction product. The product is: [C:1]([CH2:3][NH:4][C:5]([C:7]1[C:11]([NH:12][C:13]([C:15]2[CH:20]=[CH:19][CH:18]=[CH:17][N:16]=2)=[O:14])=[CH:10][NH:9][N:8]=1)=[O:6])#[N:2]. (2) The product is: [Br:1][C:2]1[CH:7]=[CH:6][CH:5]=[C:4]([CH3:8])[C:3]=1[O:9][CH:11]1[CH2:12][CH2:13][CH2:14][CH2:15][O:10]1. Given the reactants [Br:1][C:2]1[CH:7]=[CH:6][CH:5]=[C:4]([CH3:8])[C:3]=1[OH:9].[O:10]1[CH:15]=[CH:14][CH2:13][CH2:12][CH2:11]1, predict the reaction product. (3) The product is: [CH3:1][O:2][C:3]1[CH:8]=[CH:7][C:6]([C:9]2[CH:10]=[CH:11][C:12]([C:15]([OH:17])=[O:16])=[CH:13][CH:14]=2)=[CH:5][C:4]=1[C:20]1[CH:25]=[CH:24][CH:23]=[C:22]([N+:26]([O-:28])=[O:27])[CH:21]=1. Given the reactants [CH3:1][O:2][C:3]1[CH:8]=[CH:7][C:6]([C:9]2[CH:14]=[CH:13][C:12]([C:15]([O:17]CC)=[O:16])=[CH:11][CH:10]=2)=[CH:5][C:4]=1[C:20]1[CH:25]=[CH:24][CH:23]=[C:22]([N+:26]([O-:28])=[O:27])[CH:21]=1.[OH-].[Na+].Cl, predict the reaction product.